Dataset: Catalyst prediction with 721,799 reactions and 888 catalyst types from USPTO. Task: Predict which catalyst facilitates the given reaction. (1) Reactant: C(Cl)Cl.[CH:4]1([NH2:9])[CH2:8][CH2:7][CH2:6][CH2:5]1.C[Si]([N:14]=[C:15]=[O:16])(C)C. Product: [CH:4]1([NH:9][C:15]([NH2:14])=[O:16])[CH2:8][CH2:7][CH2:6][CH2:5]1. The catalyst class is: 5. (2) Reactant: [CH2:1]([OH:8])[C:2]1[CH:7]=[CH:6][CH:5]=[CH:4][CH:3]=1.[NH2:9][C@@H:10]([C:15](O)=[O:16])[CH2:11][CH:12]([CH3:14])[CH3:13].O.[C:19]1([CH3:29])[CH:24]=[CH:23][C:22]([S:25]([OH:28])(=[O:27])=[O:26])=[CH:21][CH:20]=1.O. Product: [S:25]([C:22]1[CH:23]=[CH:24][C:19]([CH3:29])=[CH:20][CH:21]=1)([OH:28])(=[O:27])=[O:26].[CH2:1]([O:8][C:15](=[O:16])[C@@H:10]([CH2:11][CH:12]([CH3:14])[CH3:13])[NH2:9])[C:2]1[CH:7]=[CH:6][CH:5]=[CH:4][CH:3]=1. The catalyst class is: 48. (3) Reactant: [C:1]12([CH2:11][C:12]([NH:14][C:15]3[C:24]([CH3:25])=[CH:23][CH:22]=[C:21]4[C:16]=3[CH:17]=[CH:18][C:19](Cl)=[N:20]4)=[O:13])[CH2:10][CH:5]3[CH2:6][CH:7]([CH2:9][CH:3]([CH2:4]3)[CH2:2]1)[CH2:8]2.[NH2:27][CH2:28][CH2:29][CH2:30][OH:31].C(=O)([O-])[O-].[K+].[K+]. Product: [C:1]12([CH2:11][C:12]([NH:14][C:15]3[C:24]([CH3:25])=[CH:23][CH:22]=[C:21]4[C:16]=3[CH:17]=[CH:18][C:19]([NH:27][CH2:28][CH2:29][CH2:30][OH:31])=[N:20]4)=[O:13])[CH2:10][CH:5]3[CH2:6][CH:7]([CH2:9][CH:3]([CH2:4]3)[CH2:2]1)[CH2:8]2. The catalyst class is: 60. (4) Reactant: [O:1]=[C:2]1[N:11]([C:12]2[CH:17]=[CH:16][C:15]([N:18]3[CH2:23][CH2:22][NH:21][CH2:20][CH2:19]3)=[CH:14][CH:13]=2)[CH:10]=[CH:9][C:8]2[N:7]=[C:6]([C:24]([OH:26])=[O:25])[CH:5]=[CH:4][C:3]1=2.CC1C=CC(S(O[CH2:38][CH2:39][CH2:40][C:41]2[C:49]3[C:44](=[CH:45][CH:46]=[C:47]([C:50]#[N:51])[CH:48]=3)[NH:43][CH:42]=2)(=O)=O)=CC=1.C(=O)([O-])[O-].[K+].[K+].[I-].[K+]. Product: [C:50]([C:47]1[CH:48]=[C:49]2[C:44](=[CH:45][CH:46]=1)[NH:43][CH:42]=[C:41]2[CH2:40][CH2:39][CH2:38][N:21]1[CH2:20][CH2:19][N:18]([C:15]2[CH:14]=[CH:13][C:12]([N:11]3[CH:10]=[CH:9][C:8]4[N:7]=[C:6]([C:24]([OH:26])=[O:25])[CH:5]=[CH:4][C:3]=4[C:2]3=[O:1])=[CH:17][CH:16]=2)[CH2:23][CH2:22]1)#[N:51]. The catalyst class is: 10.